Dataset: hERG potassium channel inhibition data for cardiac toxicity prediction from Karim et al.. Task: Regression/Classification. Given a drug SMILES string, predict its toxicity properties. Task type varies by dataset: regression for continuous values (e.g., LD50, hERG inhibition percentage) or binary classification for toxic/non-toxic outcomes (e.g., AMES mutagenicity, cardiotoxicity, hepatotoxicity). Dataset: herg_karim. (1) The compound is Clc1ccc(COC(Cn2ccnc2)c2ccc(Cl)cc2Cl)c(Cl)c1. The result is 1 (blocker). (2) The drug is Cc1ccc(OCCN(C)CCc2ccccc2)cc1. The result is 1 (blocker). (3) The molecule is N[C@H]1CN(C(=O)c2cnc3ccccc3n2)CC1C(=O)N1CCCC1. The result is 0 (non-blocker). (4) The compound is Cc1ccc2nc3c(n2c1)CCN(CCCSc1nnc(-c2cccc4nc(C)ccc24)n1C)CC3. The result is 1 (blocker). (5) The result is 0 (non-blocker). The drug is C[C@@H]1CCCN1CCCOc1ccc(N2CCN(C(=O)c3ccc(C#N)cc3)CC2=O)cc1.O=CO. (6) The compound is CN(c1ncccc1CNc1nc(Nc2ccc3c(c2)CC(=O)N3)ncc1C(F)(F)F)S(C)(=O)=O. The result is 0 (non-blocker). (7) The compound is Cc1cc(Nc2ncc(Cl)c(Nc3ccccc3S(=O)(=O)C(C)C)n2)c(OC(C)C)cc1C1CCN(CCO)CC1. The result is 1 (blocker). (8) The molecule is CN1[C@H]2CCC[C@@H]1CN(CC(=O)c1nn(C)c3ccccc13)C2. The result is 1 (blocker). (9) The molecule is CN(CCOc1ccc(Cl)c(Cl)c1)CCc1ccc(Cl)c(Cl)c1. The result is 1 (blocker).